From a dataset of Full USPTO retrosynthesis dataset with 1.9M reactions from patents (1976-2016). Predict the reactants needed to synthesize the given product. (1) Given the product [CH3:1][O:2][C:3]1[C:4]([CH3:13])=[CH:5][C:6]([NH2:10])=[CH:7][C:8]=1[CH3:9], predict the reactants needed to synthesize it. The reactants are: [CH3:1][O:2][C:3]1[C:8]([CH3:9])=[CH:7][C:6]([N+:10]([O-])=O)=[CH:5][C:4]=1[CH3:13]. (2) Given the product [CH2:35]([N:32]1[C:27]2=[N:28][C:29]([CH2:30][CH3:31])=[C:24]([CH2:23][N:22]([CH2:12][C:14]3[CH:15]=[C:16]([C:48]4[CH:49]=[CH:50][CH:51]=[C:46]([CH:44]=[O:45])[CH:47]=4)[CH:17]=[C:18]([O:58][CH3:55])[CH:19]=3)[C:20]([C:16]3[CH:17]=[CH:18][CH:19]=[C:14]([C:12]([NH2:11])=[O:13])[CH:15]=3)=[O:21])[C:25]([NH:37][CH:38]3[CH2:43][CH2:42][O:41][CH2:40][CH2:39]3)=[C:26]2[CH:34]=[N:33]1)[CH3:36], predict the reactants needed to synthesize it. The reactants are: BrC1C=C(C[NH:11][C:12]([C:14]2[CH:19]=[CH:18][CH:17]=[C:16]([C:20]([NH:22][CH2:23][C:24]3[C:25]([NH:37][CH:38]4[CH2:43][CH2:42][O:41][CH2:40][CH2:39]4)=[C:26]4[CH:34]=[N:33][N:32]([CH2:35][CH3:36])[C:27]4=[N:28][C:29]=3[CH2:30][CH3:31])=[O:21])[CH:15]=2)=[O:13])C=C(OC)C=1.[CH:44]([C:46]1[CH:47]=[C:48](B(O)O)[CH:49]=[CH:50][CH:51]=1)=[O:45].[C:55]([O-:58])([O-])=O.[Na+].[Na+].O.